From a dataset of Forward reaction prediction with 1.9M reactions from USPTO patents (1976-2016). Predict the product of the given reaction. (1) Given the reactants [CH3:1][Mg]Cl.[O:4]=[C:5]1[CH2:10][CH2:9][CH:8]([NH:11][C:12](=[O:18])[O:13][C:14]([CH3:17])([CH3:16])[CH3:15])[CH2:7][CH2:6]1, predict the reaction product. The product is: [OH:4][C:5]1([CH3:1])[CH2:6][CH2:7][CH:8]([NH:11][C:12](=[O:18])[O:13][C:14]([CH3:15])([CH3:17])[CH3:16])[CH2:9][CH2:10]1. (2) Given the reactants C[O:2][C:3]1[CH:4]=[C:5]([CH2:9][N:10]2[CH:14]=[CH:13][N:12]=[CH:11]2)[N:6]=[N:7][CH:8]=1.[OH-].[Na+], predict the reaction product. The product is: [N:10]1([CH2:9][C:5]2[NH:6][N:7]=[CH:8][C:3](=[O:2])[CH:4]=2)[CH:14]=[CH:13][N:12]=[CH:11]1. (3) Given the reactants C(O[B:5]1[O:9][C:8]([CH3:11])([CH3:10])[C:7]([CH3:13])([CH3:12])[O:6]1)(C)C.C([Li])CCC.[F:19][C:20]1[CH:21]=[C:22]2[C:27](=[C:28]([F:30])[CH:29]=1)[O:26][CH2:25][CH2:24][C:23]2([CH3:32])[OH:31], predict the reaction product. The product is: [F:19][C:20]1[CH:21]=[C:22]2[C:27](=[C:28]([F:30])[C:29]=1[B:5]1[O:6][C:7]([CH3:12])([CH3:13])[C:8]([CH3:10])([CH3:11])[O:9]1)[O:26][CH2:25][CH2:24][C:23]2([CH3:32])[OH:31]. (4) Given the reactants [C:1]([C:3]1([OH:10])[CH2:8][CH2:7][CH2:6][CH2:5][CH:4]1[CH3:9])#[CH:2].[CH3:11][CH2:12][NH:13][C:14]([C@H:16]1[O:20][C@@H:19]([N:21]2[C:25]3[N:26]=[C:27](I)[N:28]=[C:29]([NH2:30])[C:24]=3[N:23]=[CH:22]2)[CH:18]([OH:32])[C@H:17]1[OH:33])=[O:15], predict the reaction product. The product is: [CH2:12]([NH:13][C:14]([CH:16]1[CH:17]([OH:33])[CH:18]([OH:32])[CH:19]([N:21]2[CH:22]=[N:23][C:24]3[C:25]2=[N:26][C:27]([C:2]#[C:1][C:3]2([OH:10])[CH2:8][CH2:7][CH2:6][CH2:5][CH:4]2[CH3:9])=[N:28][C:29]=3[NH2:30])[O:20]1)=[O:15])[CH3:11].